Dataset: Forward reaction prediction with 1.9M reactions from USPTO patents (1976-2016). Task: Predict the product of the given reaction. (1) Given the reactants [NH2:1][C:2]1[CH:3]=[CH:4][CH:5]=[C:6]2[C:11]=1[N:10]=[CH:9][CH:8]=[CH:7]2.Cl[S:13]([C:16]1[CH:17]=[C:18]([CH:23]=[CH:24][CH:25]=1)[C:19]([O:21][CH3:22])=[O:20])(=[O:15])=[O:14], predict the reaction product. The product is: [CH3:22][O:21][C:19](=[O:20])[C:18]1[CH:23]=[CH:24][CH:25]=[C:16]([S:13](=[O:14])(=[O:15])[NH:1][C:2]2[CH:3]=[CH:4][CH:5]=[C:6]3[C:11]=2[N:10]=[CH:9][CH:8]=[CH:7]3)[CH:17]=1. (2) Given the reactants [CH2:1]([O:8][C:9]1[CH:18]=[C:17]2[C:12]([C:13](O)=[CH:14][CH:15]=[N:16]2)=[CH:11][CH:10]=1)[C:2]1[CH:7]=[CH:6][CH:5]=[CH:4][CH:3]=1.P(Cl)(Cl)([Cl:22])=O.[OH-].[Na+], predict the reaction product. The product is: [CH2:1]([O:8][C:9]1[CH:18]=[C:17]2[C:12]([C:13]([Cl:22])=[CH:14][CH:15]=[N:16]2)=[CH:11][CH:10]=1)[C:2]1[CH:7]=[CH:6][CH:5]=[CH:4][CH:3]=1. (3) Given the reactants [Cr](Cl)([O-])(=O)=O.[NH+]1C=CC=[CH:8][CH:7]=1.[CH2:12]([O:14]CC)[CH3:13].[Br:17][CH2:18][CH2:19][CH2:20][CH2:21][CH2:22][CH2:23][CH2:24][CH2:25][CH2:26][CH2:27][CH2:28][OH:29], predict the reaction product. The product is: [CH2:7]([O:29][CH:28]([O:14][CH2:12][CH3:13])[CH2:27][CH2:26][CH2:25][CH2:24][CH2:23][CH2:22][CH2:21][CH2:20][CH2:19][CH2:18][Br:17])[CH3:8].